This data is from CYP2D6 inhibition data for predicting drug metabolism from PubChem BioAssay. The task is: Regression/Classification. Given a drug SMILES string, predict its absorption, distribution, metabolism, or excretion properties. Task type varies by dataset: regression for continuous measurements (e.g., permeability, clearance, half-life) or binary classification for categorical outcomes (e.g., BBB penetration, CYP inhibition). Dataset: cyp2d6_veith. (1) The molecule is Cc1ccc(-c2nc3ccccc3s2)cc1NC(=S)NC(=O)c1ccccc1. The result is 0 (non-inhibitor). (2) The molecule is C=CC[C@@H]1C=C[C@@H](O/N=C\c2ccc(C(=O)N3[C@H](C(=O)OC)CC[C@H](C)[C@H]3c3ccc(C)cc3)cc2)[C@@H](CO)O1. The result is 0 (non-inhibitor). (3) The molecule is COC(=O)[C@@H]1C[C@H]1[C@@H](NC(=O)c1cc(C)nn1C)c1ccccc1. The result is 1 (inhibitor). (4) The compound is COC(=O)c1cc(OC)c(OC)cc1NC(=S)Nc1cccc(Cl)c1. The result is 0 (non-inhibitor). (5) The compound is CC(C)OC(=O)CSc1nc(-c2ccc(F)cc2)nc2ccc(F)cc12. The result is 0 (non-inhibitor). (6) The molecule is COCCNc1ncncc1-c1c(C)noc1C. The result is 0 (non-inhibitor). (7) The compound is CN=C(N)/N=C(\N)Nc1cc2ccccc2c2ccccc12. The result is 1 (inhibitor).